From a dataset of Forward reaction prediction with 1.9M reactions from USPTO patents (1976-2016). Predict the product of the given reaction. (1) Given the reactants [N+:1]([C:4]1[CH:5]=[C:6]([CH:33]=[CH:34][CH:35]=1)[CH2:7][C:8]1[C:16]2[C:11](=[N:12][CH:13]=[C:14]([C:17]3[CH:18]=[N:19][CH:20]=[CH:21][CH:22]=3)[CH:15]=2)[N:10]([S:23]([C:26]2[CH:31]=[CH:30][C:29]([CH3:32])=[CH:28][CH:27]=2)(=[O:25])=[O:24])[CH:9]=1)([O-])=O.Cl, predict the reaction product. The product is: [N:19]1[CH:20]=[CH:21][CH:22]=[C:17]([C:14]2[CH:15]=[C:16]3[C:8]([CH2:7][C:6]4[CH:5]=[C:4]([NH2:1])[CH:35]=[CH:34][CH:33]=4)=[CH:9][N:10]([S:23]([C:26]4[CH:27]=[CH:28][C:29]([CH3:32])=[CH:30][CH:31]=4)(=[O:25])=[O:24])[C:11]3=[N:12][CH:13]=2)[CH:18]=1. (2) Given the reactants [N:1]1([C:7]2[CH:12]=[CH:11][C:10]([C:13]3[N:14]([CH2:26][C:27]4[C:32]([F:33])=[CH:31][C:30]([F:34])=[CH:29][C:28]=4[F:35])[N:15]=[C:16]4[C:21]=3[CH:20]=[CH:19][CH:18]=[C:17]4[C:22]([F:25])([F:24])[F:23])=[CH:9][CH:8]=2)[CH2:6][CH2:5][NH:4][CH2:3][CH2:2]1.[C:36](Cl)(=[O:43])[C:37]1[CH:42]=[CH:41][CH:40]=[CH:39][CH:38]=1.C(N(C(C)C)CC)(C)C.C1COCC1, predict the reaction product. The product is: [C:36]([N:4]1[CH2:5][CH2:6][N:1]([C:7]2[CH:8]=[CH:9][C:10]([C:13]3[N:14]([CH2:26][C:27]4[C:28]([F:35])=[CH:29][C:30]([F:34])=[CH:31][C:32]=4[F:33])[N:15]=[C:16]4[C:21]=3[CH:20]=[CH:19][CH:18]=[C:17]4[C:22]([F:23])([F:24])[F:25])=[CH:11][CH:12]=2)[CH2:2][CH2:3]1)(=[O:43])[C:37]1[CH:42]=[CH:41][CH:40]=[CH:39][CH:38]=1. (3) Given the reactants C([O:3][CH2:4][CH2:5][CH2:6][CH2:7][CH2:8][CH2:9][CH2:10][CH2:11][CH:12]=[CH:13][CH2:14][CH2:15][CH2:16][CH3:17])=O.[CH3:18][CH2:19][CH2:20][CH2:21][CH:22]=[CH:23]CCCC.C(O)CCCCCCCC=C, predict the reaction product. The product is: [CH2:4]([OH:3])[CH2:5][CH2:6][CH2:7][CH2:8][CH2:9][CH2:10][CH2:11][CH:12]=[CH:13][CH2:14][CH2:15][CH2:16][CH3:17].[CH2:18]=[CH:19][CH2:20][CH2:21][CH2:22][CH3:23]. (4) Given the reactants [NH2:1][C:2]1[C:3]([F:13])=[CH:4][C:5]([Cl:12])=[C:6]([CH:11]=1)[C:7]([O:9][CH3:10])=[O:8].N1C=CC=CC=1.[CH3:20][S:21](Cl)(=[O:23])=[O:22], predict the reaction product. The product is: [Cl:12][C:5]1[CH:4]=[C:3]([F:13])[C:2]([NH:1][S:21]([CH3:20])(=[O:23])=[O:22])=[CH:11][C:6]=1[C:7]([O:9][CH3:10])=[O:8]. (5) Given the reactants [CH3:1][NH:2][CH3:3].CS(O[CH2:9][CH2:10][N:11]1[C:15]([C:16]([F:19])([F:18])[F:17])=[C:14]([CH2:20][C:21]([NH:23][CH2:24][C:25]2[CH:30]=[CH:29][C:28]([F:31])=[CH:27][C:26]=2[Cl:32])=[O:22])[CH:13]=[N:12]1)(=O)=O, predict the reaction product. The product is: [ClH:32].[Cl:32][C:26]1[CH:27]=[C:28]([F:31])[CH:29]=[CH:30][C:25]=1[CH2:24][NH:23][C:21](=[O:22])[CH2:20][C:14]1[CH:13]=[N:12][N:11]([CH2:10][CH2:9][N:2]([CH3:3])[CH3:1])[C:15]=1[C:16]([F:19])([F:18])[F:17]. (6) Given the reactants [CH3:1][Si:2]([CH3:22])([CH3:21])[CH2:3][CH2:4][O:5][CH2:6][N:7]1[CH:11]=[CH:10][C:9]([NH:12][C:13]2[N:18]=[C:17]([CH2:19][OH:20])[CH:16]=[CH:15][CH:14]=2)=[N:8]1.C(N(CC)C(C)C)(C)C.[CH3:32][S:33](Cl)(=[O:35])=[O:34], predict the reaction product. The product is: [CH3:32][S:33]([O:20][CH2:19][C:17]1[N:18]=[C:13]([NH:12][C:9]2[CH:10]=[CH:11][N:7]([CH2:6][O:5][CH2:4][CH2:3][Si:2]([CH3:22])([CH3:21])[CH3:1])[N:8]=2)[CH:14]=[CH:15][CH:16]=1)(=[O:35])=[O:34]. (7) Given the reactants [CH:1]1([C:5]2[C:13]([C:14]([O:16][CH3:17])=[O:15])=[CH:12][C:8]([C:9]([OH:11])=O)=[C:7]([CH3:18])[CH:6]=2)[CH2:4][CH2:3][CH2:2]1.Cl.[NH:20]1[CH2:25][CH2:24][CH:23]([C:26]2[CH:33]=[CH:32][C:29]([C:30]#[N:31])=[CH:28][CH:27]=2)[CH2:22][CH2:21]1.CCN=C=NCCCN(C)C.Cl, predict the reaction product. The product is: [C:30]([C:29]1[CH:28]=[CH:27][C:26]([CH:23]2[CH2:24][CH2:25][N:20]([C:9]([C:8]3[C:7]([CH3:18])=[CH:6][C:5]([CH:1]4[CH2:2][CH2:3][CH2:4]4)=[C:13]([CH:12]=3)[C:14]([O:16][CH3:17])=[O:15])=[O:11])[CH2:21][CH2:22]2)=[CH:33][CH:32]=1)#[N:31]. (8) Given the reactants CN(C(O[N:9]1N=[N:16][C:11]2[CH:12]=[CH:13][CH:14]=[CH:15][C:10]1=2)=[N+](C)C)C.F[P-](F)(F)(F)(F)F.C(N(C(C)C)CC)(C)C.C1(N)C=CC=CC=1N.[CH2:42]([O:49][CH:50]1[CH2:53][CH:52]([C:54](O)=[O:55])[CH2:51]1)[C:43]1[CH:48]=[CH:47][CH:46]=[CH:45][CH:44]=1, predict the reaction product. The product is: [NH2:9][C:10]1[CH:15]=[CH:14][CH:13]=[CH:12][C:11]=1[NH:16][C:54]([CH:52]1[CH2:53][CH:50]([O:49][CH2:42][C:43]2[CH:48]=[CH:47][CH:46]=[CH:45][CH:44]=2)[CH2:51]1)=[O:55]. (9) The product is: [CH2:1]([O:5][C:6]1[CH:7]=[C:8]([C:14]2[CH:19]=[CH:18][C:17]([O:20][CH2:23][C:24]3[N:28]([C:29]4[C:34]([Cl:35])=[CH:33][CH:32]=[CH:31][C:30]=4[Cl:36])[N:27]=[CH:26][C:25]=3[CH:37]([CH3:39])[CH3:38])=[CH:16][C:15]=2[CH3:21])[CH:9]=[CH:10][C:11]=1[CH:12]=[O:13])[CH2:2][CH2:3][CH3:4]. Given the reactants [CH2:1]([O:5][C:6]1[CH:7]=[C:8]([C:14]2[CH:19]=[CH:18][C:17]([OH:20])=[CH:16][C:15]=2[CH3:21])[CH:9]=[CH:10][C:11]=1[CH:12]=[O:13])[CH2:2][CH2:3][CH3:4].Br[CH2:23][C:24]1[N:28]([C:29]2[C:34]([Cl:35])=[CH:33][CH:32]=[CH:31][C:30]=2[Cl:36])[N:27]=[CH:26][C:25]=1[CH:37]([CH3:39])[CH3:38].C([O-])([O-])=O.[K+].[K+], predict the reaction product.